From a dataset of Reaction yield outcomes from USPTO patents with 853,638 reactions. Predict the reaction yield, written as a fraction of the theoretical maximum amount of product (1.0 means a 100% yield; for example, 0.34 means a 34% yield). (1) The reactants are [C:1]([CH2:9][C:10]([O:12][CH2:13][CH3:14])=[O:11])(=[O:8])[C:2]1[CH:7]=[CH:6][CH:5]=[CH:4][CH:3]=1.CN(P(N(C)C)(N(C)C)=O)C.[P:26](Cl)([O:31][CH2:32][CH3:33])([O:28][CH2:29][CH3:30])=[O:27].Cl. The catalyst is CN(C1C=CN=CC=1)C.CCOCC. The product is [CH2:13]([O:12][C:10](=[O:11])/[CH:9]=[C:1](/[O:8][P:26]([O:31][CH2:32][CH3:33])([O:28][CH2:29][CH3:30])=[O:27])\[C:2]1[CH:7]=[CH:6][CH:5]=[CH:4][CH:3]=1)[CH3:14]. The yield is 0.680. (2) No catalyst specified. The product is [CH3:19][O:18][C:15]1[CH:16]=[CH:17][C:12]([CH2:11][N:10]2[C:9]3[C:8](=[O:20])[N:7]4[C:21]([CH3:24])=[N:22][N:23]=[C:6]4[N:5]([CH2:25][CH2:26][CH2:27][CH2:28][CH3:29])[C:4]=3[N:3]=[C:2]2[S:31][CH3:30])=[CH:13][CH:14]=1. The yield is 0.795. The reactants are Br[C:2]1[N:10]([CH2:11][C:12]2[CH:17]=[CH:16][C:15]([O:18][CH3:19])=[CH:14][CH:13]=2)[C:9]2[C:8](=[O:20])[N:7]3[C:21]([CH3:24])=[N:22][N:23]=[C:6]3[N:5]([CH2:25][CH2:26][CH2:27][CH2:28][CH3:29])[C:4]=2[N:3]=1.[CH3:30][S:31]C.[Na].C(COC)OC. (3) The reactants are [N+:1]([C:4]1[CH:5]=[N:6][CH:7]=[CH:8][C:9]=1[CH:10]1[CH2:17][C:16](=[O:18])[CH2:15][C:12]2([CH2:14][CH2:13]2)[O:11]1)([O-:3])=[O:2].[BH4-].[Na+].O. The catalyst is CO. The product is [N+:1]([C:4]1[CH:5]=[N:6][CH:7]=[CH:8][C:9]=1[C@H:10]1[CH2:17][C@@H:16]([OH:18])[CH2:15][C:12]2([CH2:13][CH2:14]2)[O:11]1)([O-:3])=[O:2]. The yield is 0.900. (4) The reactants are [Br:1][C:2]1[CH:10]=[C:9]2[C:5]([CH:6]=[N:7][NH:8]2)=[CH:4][CH:3]=1.[H-].[Na+].[CH3:13]I. The catalyst is C1COCC1. The product is [CH3:13][N:8]1[C:9]2[C:5](=[CH:4][CH:3]=[C:2]([Br:1])[CH:10]=2)[CH:6]=[N:7]1.[CH3:13][N:7]1[CH:6]=[C:5]2[C:9]([CH:10]=[C:2]([Br:1])[CH:3]=[CH:4]2)=[N:8]1. The yield is 0.510. (5) The reactants are [N+:1]([C:4]1[CH:5]=[C:6]([CH:16]=[CH:17][CH:18]=1)[C:7]([NH:9][C:10]1[CH:15]=[CH:14][N:13]=[CH:12][N:11]=1)=[O:8])([O-])=O. The catalyst is CCO.[Pd]. The product is [NH2:1][C:4]1[CH:5]=[C:6]([CH:16]=[CH:17][CH:18]=1)[C:7]([NH:9][C:10]1[CH:15]=[CH:14][N:13]=[CH:12][N:11]=1)=[O:8]. The yield is 1.00. (6) The reactants are [Cl:1][C:2]1[C:10]2[C:5](=[CH:6][CH:7]=[CH:8][CH:9]=2)[NH:4][C:3]=1[C:11]([OH:13])=O.CN(C)C=O.C(Cl)(=O)C(Cl)=O.Cl.[NH2:26][CH2:27][C:28](=[O:30])[CH3:29].C(N(CC)CC)C. The catalyst is ClCCl.O. The product is [Cl:1][C:2]1[C:10]2[C:5](=[CH:6][CH:7]=[CH:8][CH:9]=2)[NH:4][C:3]=1[C:11](=[O:13])[NH:26][CH2:27][C:28](=[O:30])[CH3:29]. The yield is 0.500.